From a dataset of Catalyst prediction with 721,799 reactions and 888 catalyst types from USPTO. Predict which catalyst facilitates the given reaction. (1) Reactant: Cl.[Cl:2][CH2:3][CH2:4][CH2:5][O:6][C:7]1[CH:16]=[C:15]2[C:10]([C:11]([NH:17][C:18]3[CH:19]=[N:20][N:21]([CH2:23][C:24]([O:26]C(C)(C)C)=[O:25])[CH:22]=3)=[N:12][CH:13]=[N:14]2)=[CH:9][CH:8]=1. Product: [ClH:2].[Cl:2][CH2:3][CH2:4][CH2:5][O:6][C:7]1[CH:16]=[C:15]2[C:10]([C:11]([NH:17][C:18]3[CH:19]=[N:20][N:21]([CH2:23][C:24]([OH:26])=[O:25])[CH:22]=3)=[N:12][CH:13]=[N:14]2)=[CH:9][CH:8]=1. The catalyst class is: 55. (2) Reactant: C([NH:5][S:6]([C:9]1[CH:14]=[CH:13][CH:12]=[C:11]([C:15]2[N:16]=[CH:17][N:18]([C:20]3[N:25]=[C:24]([C:26]4[S:27][C:28]([Cl:31])=[CH:29][CH:30]=4)[CH:23]=[C:22]([C:32]([F:35])([F:34])[F:33])[N:21]=3)[CH:19]=2)[CH:10]=1)(=[O:8])=[O:7])(C)(C)C.C(O)(C(F)(F)F)=O. Product: [Cl:31][C:28]1[S:27][C:26]([C:24]2[CH:23]=[C:22]([C:32]([F:35])([F:34])[F:33])[N:21]=[C:20]([N:18]3[CH:19]=[C:15]([C:11]4[CH:10]=[C:9]([S:6]([NH2:5])(=[O:8])=[O:7])[CH:14]=[CH:13][CH:12]=4)[N:16]=[CH:17]3)[N:25]=2)=[CH:30][CH:29]=1. The catalyst class is: 4. (3) Reactant: [Br:1][C:2]1[C:3](=[O:12])[NH:4][C:5]2[CH2:6][CH2:7][CH2:8][CH2:9][C:10]=2[CH:11]=1.[H-].[Li+].[H][H].[CH:17]1([CH2:21]Br)[CH2:20][CH2:19][CH2:18]1. Product: [Br:1][C:2]1[C:3](=[O:12])[N:4]([CH2:21][CH:17]2[CH2:20][CH2:19][CH2:18]2)[C:5]2[CH2:6][CH2:7][CH2:8][CH2:9][C:10]=2[CH:11]=1. The catalyst class is: 303. (4) Reactant: [Cl:1][C:2]1[C:3](=O)[O:4][C:5](=[O:8])[C:6]=1[CH3:7].[Br:10][C:11]1[C:12]([C:18]([F:21])([F:20])[F:19])=[CH:13][C:14]([NH2:17])=[N:15][CH:16]=1. Product: [Br:10][C:11]1[C:12]([C:18]([F:21])([F:19])[F:20])=[CH:13][C:14]([N:17]2[C:5](=[O:8])[C:6]([CH3:7])=[C:2]([Cl:1])[C:3]2=[O:4])=[N:15][CH:16]=1. The catalyst class is: 15. (5) Reactant: [NH2:1][C:2]1[S:3][C:4]2[C:15](=[O:16])[CH2:14][CH2:13][CH2:12][C:5]=2[C:6]=1[C:7]([O:9]CC)=[O:8].[OH-].[Na+]. Product: [NH2:1][C:2]1[S:3][C:4]2[C:15](=[O:16])[CH2:14][CH2:13][CH2:12][C:5]=2[C:6]=1[C:7]([OH:9])=[O:8]. The catalyst class is: 8.